This data is from Reaction yield outcomes from USPTO patents with 853,638 reactions. The task is: Predict the reaction yield, written as a fraction of the theoretical maximum amount of product (1.0 means a 100% yield; for example, 0.34 means a 34% yield). (1) The reactants are [Br:1][C:2]1[S:3][CH:4]=[C:5]([Br:8])[C:6]=1[CH3:7].[Br:9]N1C(=O)CCC1=O. The catalyst is C(Cl)(Cl)(Cl)Cl.N(C(C)(C)C#N)=NC(C)(C)C#N. The product is [Br:1][C:2]1[S:3][CH:4]=[C:5]([Br:8])[C:6]=1[CH2:7][Br:9]. The yield is 0.910. (2) The reactants are [C:1]([C:3]1[CH:4]=[C:5]([NH:9][C:10](=[O:22])[NH:11][C:12]2[CH:17]=[CH:16][C:15]([S:18](Cl)(=[O:20])=[O:19])=[CH:14][CH:13]=2)[CH:6]=[CH:7][CH:8]=1)#[N:2].[F:23][C:24]1[C:31]([F:32])=[CH:30][CH:29]=[C:28]([F:33])[C:25]=1[CH2:26][NH2:27].CCN(C(C)C)C(C)C. The catalyst is C1COCC1. The product is [C:1]([C:3]1[CH:4]=[C:5]([NH:9][C:10](=[O:22])[NH:11][C:12]2[CH:17]=[CH:16][C:15]([S:18]([NH:27][CH2:26][C:25]3[C:28]([F:33])=[CH:29][CH:30]=[C:31]([F:32])[C:24]=3[F:23])(=[O:20])=[O:19])=[CH:14][CH:13]=2)[CH:6]=[CH:7][CH:8]=1)#[N:2]. The yield is 0.940. (3) The reactants are [C:1](/[N:3]=[C:4](\[S:14][CH3:15])/[NH:5][C:6]1[CH:11]=[C:10]([Cl:12])[CH:9]=[C:8]([Cl:13])[CH:7]=1)#[N:2].[H-].[Na+].Br[CH2:19][C:20]#[N:21]. The catalyst is CN(C=O)C.CCOC(C)=O. The product is [C:1](/[N:3]=[C:4](\[S:14][CH3:15])/[N:5]([CH2:19][C:20]#[N:21])[C:6]1[CH:7]=[C:8]([Cl:13])[CH:9]=[C:10]([Cl:12])[CH:11]=1)#[N:2]. The yield is 0.110. (4) The reactants are [Br:1][C:2]1[CH:3]=[C:4]([N+:13]([O-])=O)[C:5]([CH3:12])=[C:6]([CH:11]=1)[C:7]([O:9][CH3:10])=[O:8].[Cl-].[NH4+]. The catalyst is CCO.[Fe]. The product is [NH2:13][C:4]1[C:5]([CH3:12])=[C:6]([CH:11]=[C:2]([Br:1])[CH:3]=1)[C:7]([O:9][CH3:10])=[O:8]. The yield is 0.990. (5) The reactants are CO[C:3](=[O:27])[C:4]1[CH:9]=[CH:8][C:7]([O:10][CH2:11][C:12]2[C:13]([C:21]3[CH:26]=[CH:25][CH:24]=[CH:23][CH:22]=3)=[N:14][O:15][C:16]=2[C:17]([F:20])([F:19])[F:18])=[N:6][CH:5]=1.COC(=O)C1C=CC(OCC2C(C3C=CC=C(F)C=3)=NOC=2C)=[N:33][CH:32]=1.CN. No catalyst specified. The product is [CH3:32][NH:33][C:3](=[O:27])[C:4]1[CH:9]=[CH:8][C:7]([O:10][CH2:11][C:12]2[C:13]([C:21]3[CH:26]=[CH:25][CH:24]=[CH:23][CH:22]=3)=[N:14][O:15][C:16]=2[C:17]([F:20])([F:19])[F:18])=[N:6][CH:5]=1. The yield is 0.720. (6) The catalyst is ClC(Cl)C. The yield is 0.860. The product is [C:1]([O:5][C:6]([NH:8][C@H:9]1[CH2:14][CH2:13][C@H:12]([N:15]([CH2:28][CH3:29])[C:16]2[C:17]([CH3:27])=[C:18]([CH:23]=[C:24]([Cl:26])[CH:25]=2)[C:19]([O:21][CH3:22])=[O:20])[CH2:11][CH2:10]1)=[O:7])([CH3:4])([CH3:3])[CH3:2]. The reactants are [C:1]([O:5][C:6]([NH:8][C@H:9]1[CH2:14][CH2:13][C@H:12]([NH:15][C:16]2[C:17]([CH3:27])=[C:18]([CH:23]=[C:24]([Cl:26])[CH:25]=2)[C:19]([O:21][CH3:22])=[O:20])[CH2:11][CH2:10]1)=[O:7])([CH3:4])([CH3:3])[CH3:2].[CH:28](=O)[CH3:29].C(O)(=O)C.C(O[BH-](OC(=O)C)OC(=O)C)(=O)C.[Na+]. (7) The reactants are [CH:1]1([O:6][C:7]2[CH:13]=[C:12]([CH3:14])[CH:11]=[CH:10][C:8]=2[NH2:9])[CH2:5][CH2:4][CH2:3][CH2:2]1.[CH2:15](OC(=O)CC1N=C(N)SC=1)C.[CH2:27]([O:29][C:30](=[O:53])[CH2:31][C:32]1[N:33]=[C:34]([NH:37][C:38]([NH:40][C:41]2[CH:46]=[CH:45][C:44]([CH3:47])=[CH:43][C:42]=2[O:48][CH2:49][CH:50]2[CH2:52][CH2:51]2)=[O:39])[S:35][CH:36]=1)[CH3:28]. No catalyst specified. The product is [CH2:27]([O:29][C:30](=[O:53])[CH2:31][C:32]1[N:33]=[C:34]([NH:37][C:38]([NH:9][C:8]2[CH:10]=[CH:11][C:12]([CH3:14])=[CH:13][C:7]=2[O:6][CH:1]2[CH2:5][CH2:4][CH2:3][CH2:2]2)=[O:39])[S:35][CH:36]=1)[CH3:28].[CH:49]1([O:48][C:42]2[CH:43]=[C:44]([CH3:47])[CH:45]=[CH:46][C:41]=2[NH:40][C:38](=[O:39])[NH:37][C:34]2[S:35][CH:36]=[C:32]([CH2:31][C:30]([OH:29])=[O:53])[N:33]=2)[CH2:15][CH2:51][CH2:52][CH2:50]1. The yield is 0.620. (8) The reactants are [S-:1][C:2]#[N:3].[Na+].[F:5][C:6]1[CH:11]=[CH:10][C:9]([CH2:12][C:13](Cl)=[O:14])=[CH:8][CH:7]=1.[F:16][C:17]1[CH:18]=[C:19]([NH2:36])[CH:20]=[CH:21][C:22]=1[O:23][CH:24]1[C:29]2=[C:30]([CH:33]([CH3:35])[CH3:34])[CH:31]=[CH:32][N:28]2[N:27]=[CH:26][NH:25]1.C1COCC1.ClCCl. The catalyst is C(OCC)(=O)C. The product is [F:16][C:17]1[CH:18]=[C:19]([NH:36][C:2]([NH:3][C:13](=[O:14])[CH2:12][C:9]2[CH:10]=[CH:11][C:6]([F:5])=[CH:7][CH:8]=2)=[S:1])[CH:20]=[CH:21][C:22]=1[O:23][CH:24]1[C:29]2=[C:30]([CH:33]([CH3:34])[CH3:35])[CH:31]=[CH:32][N:28]2[N:27]=[CH:26][NH:25]1. The yield is 0.750. (9) The catalyst is ClCCl.N1C=CC=CC=1. The product is [NH2:29][C:27]1[N:26]=[CH:25][N:24]=[C:23]2[N:22]([CH:30]3[CH2:35][CH2:34][N:33]([CH3:36])[CH2:32][CH2:31]3)[N:21]=[C:20]([C:17]3[CH:18]=[CH:19][C:14]([NH:13][C:10]([C@@H:8]4[CH2:9][C@H:7]4[C:1]4[CH:6]=[CH:5][CH:4]=[CH:3][CH:2]=4)=[O:11])=[C:15]([O:37][CH3:38])[CH:16]=3)[C:28]=12. The reactants are [C:1]1([C@@H:7]2[CH2:9][C@H:8]2[C:10](Cl)=[O:11])[CH:6]=[CH:5][CH:4]=[CH:3][CH:2]=1.[NH2:13][C:14]1[CH:19]=[CH:18][C:17]([C:20]2[C:28]3[C:23](=[N:24][CH:25]=[N:26][C:27]=3[NH2:29])[N:22]([CH:30]3[CH2:35][CH2:34][N:33]([CH3:36])[CH2:32][CH2:31]3)[N:21]=2)=[CH:16][C:15]=1[O:37][CH3:38]. The yield is 0.890. (10) The reactants are Br[C:2]1[C:3]([O:12][CH3:13])=[CH:4][C:5]([O:10][CH3:11])=[C:6]([CH:9]=1)[CH:7]=[O:8].[S:14]1[CH:18]=[CH:17][CH:16]=[C:15]1B(O)O. The catalyst is C1COCC1. The product is [CH3:11][O:10][C:5]1[CH:4]=[C:3]([O:12][CH3:13])[C:2]([C:15]2[S:14][CH:18]=[CH:17][CH:16]=2)=[CH:9][C:6]=1[CH:7]=[O:8]. The yield is 0.940.